Dataset: Forward reaction prediction with 1.9M reactions from USPTO patents (1976-2016). Task: Predict the product of the given reaction. (1) Given the reactants [CH2:1]([N:8]1[C:16]2[C:11](=[CH:12][C:13]([C:17]3[CH:22]=[CH:21][C:20]([O:23][C:24]([F:27])([F:26])[F:25])=[CH:19][CH:18]=3)=[CH:14][CH:15]=2)[CH:10]=[CH:9]1)[C:2]1[CH:7]=[CH:6][CH:5]=[CH:4][CH:3]=1.[CH2:28]([N:35]1C2C(=CC(Br)=CC=2)C=C1)C1C=CC=CC=1.FC(F)(F)OC1C=CC(B(O)O)=CC=1.ClCCl.[C:62](=[O:65])([O-])[O-:63].[K+].[K+].[O:68]1CC[O:71][CH2:70][CH2:69]1, predict the reaction product. The product is: [CH2:1]([N:8]1[C:16]2[C:11](=[CH:12][C:13]([C:17]3[CH:22]=[CH:21][C:20]([O:23][C:24]([F:27])([F:25])[F:26])=[CH:19][CH:18]=3)=[CH:14][CH:15]=2)[C:10]([C:70](=[O:71])[C:69]([NH:35][CH2:28][C:62]([OH:63])=[O:65])=[O:68])=[CH:9]1)[C:2]1[CH:3]=[CH:4][CH:5]=[CH:6][CH:7]=1. (2) Given the reactants Br[C:2]1[C:3](=[O:15])[N:4]([C@@H:9]([CH2:12][O:13][CH3:14])[CH2:10][CH3:11])[CH:5]=[C:6]([Br:8])[N:7]=1.[Cl:16][C:17]1[C:18]([F:28])=[C:19]([O:26][CH3:27])[CH:20]=[C:21]2[C:25]=1[NH:24][CH2:23][CH2:22]2, predict the reaction product. The product is: [Br:8][C:6]1[N:7]=[C:2]([N:24]2[C:25]3[C:21](=[CH:20][C:19]([O:26][CH3:27])=[C:18]([F:28])[C:17]=3[Cl:16])[CH2:22][CH2:23]2)[C:3](=[O:15])[N:4]([C@@H:9]([CH2:12][O:13][CH3:14])[CH2:10][CH3:11])[CH:5]=1. (3) Given the reactants C(=O)([O-])[O-].[Cs+].[Cs+].[OH:7][C:8]1[CH:13]=[CH:12][C:11]([CH:14]([CH3:16])[CH3:15])=[CH:10][C:9]=1[C:17]([C:19]1[CH:24]=[CH:23][CH:22]=[CH:21][CH:20]=1)=[O:18].[CH2:25]([O:27][C:28](=[O:48])[CH2:29][S:30][C:31]1[CH:36]=[CH:35][C:34]([O:37][CH2:38][CH2:39][C@@H:40]([O:42]S(C)(=O)=O)[CH3:41])=[CH:33][C:32]=1[CH3:47])[CH3:26].C(OC(=O)C)C, predict the reaction product. The product is: [CH2:25]([O:27][C:28](=[O:48])[CH2:29][S:30][C:31]1[CH:36]=[CH:35][C:34]([O:37][CH2:38][CH2:39][C@H:40]([O:7][C:8]2[CH:13]=[CH:12][C:11]([CH:14]([CH3:16])[CH3:15])=[CH:10][C:9]=2[C:17](=[O:18])[C:19]2[CH:20]=[CH:21][CH:22]=[CH:23][CH:24]=2)[CH3:41])=[CH:33][C:32]=1[CH3:47])[CH3:26].[C:17]([C:9]1[CH:10]=[C:11]([CH:14]([CH3:16])[CH3:15])[CH:12]=[CH:13][C:8]=1[O:42][C@H:40]([CH3:41])[CH2:39][CH2:38][O:37][C:34]1[CH:35]=[CH:36][C:31]([S:30][CH2:29][C:28]([OH:27])=[O:48])=[C:32]([CH3:47])[CH:33]=1)(=[O:18])[C:19]1[CH:20]=[CH:21][CH:22]=[CH:23][CH:24]=1.